This data is from NCI-60 drug combinations with 297,098 pairs across 59 cell lines. The task is: Regression. Given two drug SMILES strings and cell line genomic features, predict the synergy score measuring deviation from expected non-interaction effect. Drug 1: C1CC(C1)(C(=O)O)C(=O)O.[NH2-].[NH2-].[Pt+2]. Drug 2: COCCOC1=C(C=C2C(=C1)C(=NC=N2)NC3=CC=CC(=C3)C#C)OCCOC.Cl. Cell line: OVCAR-4. Synergy scores: CSS=9.62, Synergy_ZIP=-4.72, Synergy_Bliss=-1.04, Synergy_Loewe=1.33, Synergy_HSA=1.40.